This data is from Reaction yield outcomes from USPTO patents with 853,638 reactions. The task is: Predict the reaction yield, written as a fraction of the theoretical maximum amount of product (1.0 means a 100% yield; for example, 0.34 means a 34% yield). The reactants are [NH2:1][CH:2]([C:7]1[CH:12]=[CH:11][C:10]([Cl:13])=[CH:9][CH:8]=1)[CH2:3][C:4](O)=[O:5].CO. The catalyst is C1COCC1. The product is [NH2:1][CH:2]([C:7]1[CH:8]=[CH:9][C:10]([Cl:13])=[CH:11][CH:12]=1)[CH2:3][CH2:4][OH:5]. The yield is 0.568.